From a dataset of Forward reaction prediction with 1.9M reactions from USPTO patents (1976-2016). Predict the product of the given reaction. (1) Given the reactants [CH:1]1([C:10]2[C:18]3[C:13](=[N:14][CH:15]=[C:16]([C:19]4[CH:24]=[CH:23][C:22]([NH:25][C:26]([N:28]5[CH2:33][CH2:32][O:31][CH2:30][CH2:29]5)=[O:27])=[C:21]([C:34](=[O:38])[N:35]([CH3:37])[CH3:36])[CH:20]=4)[CH:17]=3)[N:12](COC(=O)C(C)(C)C)[CH:11]=2)[C:9]2[C:4](=[CH:5][CH:6]=[CH:7][CH:8]=2)[CH2:3][O:2]1.[OH-].[Na+], predict the reaction product. The product is: [CH:1]1([C:10]2[C:18]3[C:13](=[N:14][CH:15]=[C:16]([C:19]4[CH:24]=[CH:23][C:22]([NH:25][C:26]([N:28]5[CH2:29][CH2:30][O:31][CH2:32][CH2:33]5)=[O:27])=[C:21]([C:34](=[O:38])[N:35]([CH3:36])[CH3:37])[CH:20]=4)[CH:17]=3)[NH:12][CH:11]=2)[C:9]2[C:4](=[CH:5][CH:6]=[CH:7][CH:8]=2)[CH2:3][O:2]1. (2) Given the reactants [CH3:1][N:2]([C:9]1[CH:14]=[CH:13][CH:12]=[CH:11][CH:10]=1)[N:3]1[CH2:7][CH2:6][CH2:5][C:4]1=[O:8].Cl[CH2:16][C:17]1[C:22]([Cl:23])=[CH:21][CH:20]=[CH:19][C:18]=1[Cl:24], predict the reaction product. The product is: [Cl:23][C:22]1[CH:21]=[CH:20][CH:19]=[C:18]([Cl:24])[C:17]=1[CH2:16][CH:5]1[CH2:6][CH2:7][N:3]([N:2]([CH3:1])[C:9]2[CH:14]=[CH:13][CH:12]=[CH:11][CH:10]=2)[C:4]1=[O:8].